Dataset: Peptide-MHC class I binding affinity with 185,985 pairs from IEDB/IMGT. Task: Regression. Given a peptide amino acid sequence and an MHC pseudo amino acid sequence, predict their binding affinity value. This is MHC class I binding data. (1) The peptide sequence is AILGVLATL. The MHC is HLA-B40:01 with pseudo-sequence HLA-B40:01. The binding affinity (normalized) is 0.0847. (2) The peptide sequence is LEYFQFVKKLL. The MHC is HLA-B44:03 with pseudo-sequence HLA-B44:03. The binding affinity (normalized) is 0.0847. (3) The peptide sequence is TMMRHRREL. The binding affinity (normalized) is 0.0847. The MHC is HLA-B46:01 with pseudo-sequence HLA-B46:01. (4) The peptide sequence is GPSPSHKSV. The MHC is HLA-A02:12 with pseudo-sequence HLA-A02:12. The binding affinity (normalized) is 0.0847. (5) The peptide sequence is SIKDSMYVI. The MHC is HLA-A68:02 with pseudo-sequence HLA-A68:02. The binding affinity (normalized) is 0.400.